From a dataset of Catalyst prediction with 721,799 reactions and 888 catalyst types from USPTO. Predict which catalyst facilitates the given reaction. (1) Reactant: C([N:8](CC1C=CC=CC=1)[C@H:9]1[CH2:14][CH2:13][C@H:12]([N:15]2[CH2:20][CH2:19][N:18]([CH2:21][CH:22]3[CH2:24][CH2:23]3)[CH2:17][CH2:16]2)[CH2:11][CH2:10]1)C1C=CC=CC=1.[H][H].C(O[C@H]1[C@H](NC(O[C:48]([CH3:51])(C)[CH3:49])=O)C[C@H](CC([O-])=O)[C@H](N=[N+]=[N-])C1)(=O)C.[O-2].[Al+3].[O-2].[O-2].[Al+3].[CH3:64]O. Product: [CH:51]1([CH2:64][CH:20]2[CH2:19][NH:18][CH2:17][CH2:16][N:15]2[CH:12]2[CH2:11][CH2:10][CH:9]([NH2:8])[CH2:14][CH2:13]2)[CH2:48][CH2:49]1.[CH:22]1([CH2:21][N:18]2[CH2:19][CH2:20][N:15]([C@H:12]3[CH2:13][CH2:14][C@H:9]([NH2:8])[CH2:10][CH2:11]3)[CH2:16][CH2:17]2)[CH2:23][CH2:24]1. The catalyst class is: 331. (2) Reactant: C[O:2][C:3](=[O:21])[CH:4]([C:11]1[CH:16]=[CH:15][C:14]([C:17]#[C:18][CH2:19][OH:20])=[CH:13][CH:12]=1)[CH2:5][CH:6]1[CH2:10][CH2:9][CH2:8][CH2:7]1.[OH-].[Li+]. Product: [CH:6]1([CH2:5][CH:4]([C:11]2[CH:16]=[CH:15][C:14]([C:17]#[C:18][CH2:19][OH:20])=[CH:13][CH:12]=2)[C:3]([OH:21])=[O:2])[CH2:10][CH2:9][CH2:8][CH2:7]1. The catalyst class is: 24. (3) Reactant: [CH2:1]([O:3][C:4](=[O:31])/[CH:5]=[C:6](\[CH3:30])/[CH:7]=[CH:8]/[CH:9]=[C:10](/[C:15]1[C:24]([OH:25])=[CH:23][C:22]2[C:21]([CH3:27])([CH3:26])[CH2:20][CH2:19][C:18]([CH3:29])([CH3:28])[C:17]=2[CH:16]=1)\[C:11]([F:14])([F:13])[F:12])[CH3:2].C([O-])([O-])=O.[K+].[K+].[CH2:38](I)[CH3:39].CC(C)=O. Product: [CH2:1]([O:3][C:4](=[O:31])/[CH:5]=[C:6](\[CH3:30])/[CH:7]=[CH:8]/[CH:9]=[C:10](/[C:15]1[C:24]([O:25][CH2:38][CH3:39])=[CH:23][C:22]2[C:21]([CH3:27])([CH3:26])[CH2:20][CH2:19][C:18]([CH3:29])([CH3:28])[C:17]=2[CH:16]=1)\[C:11]([F:13])([F:12])[F:14])[CH3:2]. The catalyst class is: 521. (4) Reactant: [CH2:1]([C@H:5]1[CH2:10][CH2:9][C@H:8]([C@H:11]2[CH2:16][CH2:15][C@H:14]([CH2:17]Cl)[CH2:13][CH2:12]2)[CH2:7][CH2:6]1)[CH2:2][CH2:3][CH3:4].[Mg].[CH3:20][O:21][Si:22](OC)([O:25][CH3:26])[O:23][CH3:24]. Product: [CH2:1]([C@H:5]1[CH2:10][CH2:9][C@H:8]([C@H:11]2[CH2:16][CH2:15][C@H:14]([CH2:17][Si:22]([O:25][CH3:26])([O:23][CH3:24])[O:21][CH3:20])[CH2:13][CH2:12]2)[CH2:7][CH2:6]1)[CH2:2][CH2:3][CH3:4]. The catalyst class is: 1. (5) Reactant: [C:1]([O:5][C:6](=[O:27])[NH:7][C@H:8]([C:12]1[CH:17]=[C:16]([C:18]2[N:22]([CH:23]([F:25])[F:24])[N:21]=[CH:20][C:19]=2[NH2:26])[CH:15]=[CH:14][N:13]=1)[CH2:9][CH:10]=[CH2:11])([CH3:4])([CH3:3])[CH3:2].[CH3:28][C@H:29]([CH:33]=[CH2:34])[C:30](O)=[O:31].N1C=CC=CC=1.C(P1(=O)OP(CCC)(=O)OP(CCC)(=O)O1)CC. Product: [C:1]([O:5][C:6](=[O:27])[NH:7][C@H:8]([C:12]1[CH:17]=[C:16]([C:18]2[N:22]([CH:23]([F:25])[F:24])[N:21]=[CH:20][C:19]=2[NH:26][C:30](=[O:31])[C@H:29]([CH3:28])[CH:33]=[CH2:34])[CH:15]=[CH:14][N:13]=1)[CH2:9][CH:10]=[CH2:11])([CH3:2])([CH3:3])[CH3:4]. The catalyst class is: 25. (6) Reactant: [CH3:1][N:2]([CH3:6])[C:3](Cl)=[O:4].[NH:7]1[CH2:12][CH2:11][CH2:10][C@@H:9]([NH:13][C:14]2[C:22]3[C:17](=[N:18][CH:19]=[CH:20][C:21]=3[O:23][C:24]3[CH:38]=[CH:37][C:27]([C:28]([NH:30][C:31]4[CH:36]=[CH:35][CH:34]=[CH:33][N:32]=4)=[O:29])=[CH:26][CH:25]=3)[NH:16][N:15]=2)[CH2:8]1.C(N(CC)C(C)C)(C)C. Product: [CH3:1][N:2]([CH3:6])[C:3]([N:7]1[CH2:12][CH2:11][CH2:10][C@@H:9]([NH:13][C:14]2[C:22]3[C:17](=[N:18][CH:19]=[CH:20][C:21]=3[O:23][C:24]3[CH:25]=[CH:26][C:27]([C:28](=[O:29])[NH:30][C:31]4[CH:36]=[CH:35][CH:34]=[CH:33][N:32]=4)=[CH:37][CH:38]=3)[NH:16][N:15]=2)[CH2:8]1)=[O:4]. The catalyst class is: 3. (7) Reactant: Br[C:2]1[C:3]2[N:4]([CH:9]=[CH:10][N:11]=2)[N:5]=[C:6]([Cl:8])[CH:7]=1.[CH3:12][CH:13]1[CH2:17][CH2:16][CH2:15][N:14]1[C:18]1[N:23]=[C:22]([NH2:24])[CH:21]=[CH:20][CH:19]=1.C1C=CC(P(C2C(C3C(P(C4C=CC=CC=4)C4C=CC=CC=4)=CC=C4C=3C=CC=C4)=C3C(C=CC=C3)=CC=2)C2C=CC=CC=2)=CC=1.C([O-])([O-])=O.[Cs+].[Cs+]. Product: [Cl:8][C:6]1[CH:7]=[C:2]([NH:24][C:22]2[CH:21]=[CH:20][CH:19]=[C:18]([N:14]3[CH2:15][CH2:16][CH2:17][CH:13]3[CH3:12])[N:23]=2)[C:3]2[N:4]([CH:9]=[CH:10][N:11]=2)[N:5]=1. The catalyst class is: 62. (8) Reactant: C[O:2][C:3](=[O:27])[C:4]([CH3:26])([C:6]1[CH:11]=[CH:10][CH:9]=[C:8]([O:12][CH2:13][C:14]2[N:15]=[C:16]([C:20]3[CH:25]=[CH:24][CH:23]=[CH:22][CH:21]=3)[O:17][C:18]=2[CH3:19])[CH:7]=1)[CH3:5].[OH-].[Na+]. Product: [CH3:26][C:4]([C:6]1[CH:11]=[CH:10][CH:9]=[C:8]([O:12][CH2:13][C:14]2[N:15]=[C:16]([C:20]3[CH:21]=[CH:22][CH:23]=[CH:24][CH:25]=3)[O:17][C:18]=2[CH3:19])[CH:7]=1)([CH3:5])[C:3]([OH:27])=[O:2]. The catalyst class is: 24. (9) Reactant: [CH3:1][C:2]1([CH3:44])[N:6]([C:7]([O:9][C:10]([CH3:13])([CH3:12])[CH3:11])=[O:8])[C@@:5]([CH3:43])([C:14](=O)[NH:15][CH2:16][C:17](=O)[C:18]2[CH:23]=[CH:22][C:21]([O:24][CH2:25][CH2:26][CH2:27][CH2:28][CH2:29][CH2:30][C:31]3[CH:36]=[CH:35][CH:34]=[CH:33][CH:32]=3)=[C:20]([C:37]([F:40])([F:39])[F:38])[CH:19]=2)[CH2:4][O:3]1.COC1C=CC(P2(SP(C3C=CC(OC)=CC=3)(=S)S2)=[S:54])=CC=1. Product: [CH3:1][C:2]1([CH3:44])[N:6]([C:7]([O:9][C:10]([CH3:13])([CH3:12])[CH3:11])=[O:8])[C@@:5]([CH3:43])([C:14]2[S:54][C:17]([C:18]3[CH:23]=[CH:22][C:21]([O:24][CH2:25][CH2:26][CH2:27][CH2:28][CH2:29][CH2:30][C:31]4[CH:36]=[CH:35][CH:34]=[CH:33][CH:32]=4)=[C:20]([C:37]([F:40])([F:39])[F:38])[CH:19]=3)=[CH:16][N:15]=2)[CH2:4][O:3]1. The catalyst class is: 11. (10) Reactant: [NH2:1][C:2]1[C:11]([N+:12]([O-])=O)=[CH:10][CH:9]=[C:8]([O:15][CH3:16])[C:3]=1[C:4]([O:6][CH3:7])=[O:5].O=[C:18]([C:24]1[CH:29]=[CH:28][CH:27]=[CH:26][CH:25]=1)[C:19](OCC)=[O:20]. Product: [CH3:16][O:15][C:8]1[CH:9]=[CH:10][C:11]2[N:12]=[C:18]([C:24]3[CH:29]=[CH:28][CH:27]=[CH:26][CH:25]=3)[C:19](=[O:20])[NH:1][C:2]=2[C:3]=1[C:4]([O:6][CH3:7])=[O:5]. The catalyst class is: 78.